From a dataset of Full USPTO retrosynthesis dataset with 1.9M reactions from patents (1976-2016). Predict the reactants needed to synthesize the given product. (1) Given the product [CH2:1]([O:3][C:4](=[O:20])[C:5]([O:8][C:9]1[CH:14]=[CH:13][C:12]([CH2:15][CH:16]([NH:18][C:30]([C:29]2[C:24]([CH:21]3[CH2:23][CH2:22]3)=[N:25][C:26]([C:33]3[CH:34]=[CH:35][C:36]([C:39]([F:41])([F:42])[F:40])=[CH:37][CH:38]=3)=[N:27][CH:28]=2)=[O:31])[CH3:17])=[CH:11][C:10]=1[CH3:19])([CH3:6])[CH3:7])[CH3:2], predict the reactants needed to synthesize it. The reactants are: [CH2:1]([O:3][C:4](=[O:20])[C:5]([O:8][C:9]1[CH:14]=[CH:13][C:12]([CH2:15][CH:16]([NH2:18])[CH3:17])=[CH:11][C:10]=1[CH3:19])([CH3:7])[CH3:6])[CH3:2].[CH:21]1([C:24]2[C:29]([C:30](O)=[O:31])=[CH:28][N:27]=[C:26]([C:33]3[CH:38]=[CH:37][C:36]([C:39]([F:42])([F:41])[F:40])=[CH:35][CH:34]=3)[N:25]=2)[CH2:23][CH2:22]1. (2) Given the product [CH:12]1([CH2:18][O:19][C:20]2[C:21]3[N:22]([C:26]([C:30]([NH:2][CH2:3][CH2:4][CH2:5][CH2:6][CH2:7][C:8]([OH:10])=[O:9])=[O:31])=[C:27]([CH3:29])[N:28]=3)[CH:23]=[CH:24][CH:25]=2)[CH2:13][CH2:14][CH2:15][CH2:16][CH2:17]1, predict the reactants needed to synthesize it. The reactants are: Cl.[NH2:2][CH2:3][CH2:4][CH2:5][CH2:6][CH2:7][C:8]([O:10]C)=[O:9].[CH:12]1([CH2:18][O:19][C:20]2[C:21]3[N:22]([C:26]([C:30](O)=[O:31])=[C:27]([CH3:29])[N:28]=3)[CH:23]=[CH:24][CH:25]=2)[CH2:17][CH2:16][CH2:15][CH2:14][CH2:13]1.F[B-](F)(F)F.N1(O[C+](N(C)C)N(C)C)C2C=CC=CC=2N=N1.C(N(CC)C(C)C)(C)C.[OH-].[Na+]. (3) Given the product [Cl:1][C:2]1[N:3]=[C:4]([N:24]2[CH:28]=[CH:27][CH:26]=[N:25]2)[C:5](=[O:23])[N:6]([CH2:18][CH:19]([CH3:22])[CH2:20][CH3:21])[C:7]=1[C:8]1[C:9]([F:17])=[CH:10][C:11]([OH:15])=[CH:12][C:13]=1[F:14], predict the reactants needed to synthesize it. The reactants are: [Cl:1][C:2]1[N:3]=[C:4]([N:24]2[CH:28]=[CH:27][CH:26]=[N:25]2)[C:5](=[O:23])[N:6]([CH2:18][CH:19]([CH3:22])[CH2:20][CH3:21])[C:7]=1[C:8]1[C:13]([F:14])=[CH:12][C:11]([O:15]C)=[CH:10][C:9]=1[F:17].B(Br)(Br)Br. (4) Given the product [Br:1][C:2]1[C:11]([I:12])=[CH:10][CH:9]=[C:8]2[C:3]=1[CH:4]=[CH:5][C:6]([CH2:13][OH:14])=[CH:7]2, predict the reactants needed to synthesize it. The reactants are: [Br:1][C:2]1[C:11]([I:12])=[CH:10][CH:9]=[C:8]2[C:3]=1[CH:4]=[CH:5][C:6]([C:13](OC)=[O:14])=[CH:7]2.CC(C[AlH]CC(C)C)C. (5) Given the product [C:33]([N:7]1[CH2:8][CH2:9][C:10]2([C:19]3[C:14](=[CH:15][CH:16]=[CH:17][CH:18]=3)[NH:13][C:12](=[O:20])[CH2:11]2)[CH2:21][CH2:22]1)(=[O:38])[C:34]([CH3:37])([CH3:36])[CH3:35], predict the reactants needed to synthesize it. The reactants are: [OH-].[K+].FC(F)(F)C([N:7]1[CH2:22][CH2:21][C:10]2([C:19]3[C:14](=[CH:15][CH:16]=[CH:17][CH:18]=3)[NH:13][C:12](=[O:20])[CH2:11]2)[CH2:9][CH2:8]1)=O.Cl.C(N(CC)CC)C.[C:33](Cl)(=[O:38])[C:34]([CH3:37])([CH3:36])[CH3:35]. (6) Given the product [C:1]1([CH3:14])[CH:6]=[C:5]([CH3:7])[CH:4]=[C:3]([CH3:8])[C:2]=1[S:9]([O-:12])(=[O:11])=[O:10].[NH2:13][N+:19]1[C:20]([CH3:22])=[CH:21][C:16]([NH2:15])=[N:17][C:18]=1[CH3:23], predict the reactants needed to synthesize it. The reactants are: [C:1]1([CH3:14])[CH:6]=[C:5]([CH3:7])[CH:4]=[C:3]([CH3:8])[C:2]=1[S:9]([O:12][NH2:13])(=[O:11])=[O:10].[NH2:15][C:16]1[CH:21]=[C:20]([CH3:22])[N:19]=[C:18]([CH3:23])[N:17]=1.CO.ClCCl.CCOCC.